Predict the reactants needed to synthesize the given product. From a dataset of Retrosynthesis with 50K atom-mapped reactions and 10 reaction types from USPTO. (1) Given the product CC(=O)N1CCC(=NNC(=O)c2ccccc2)CC1, predict the reactants needed to synthesize it. The reactants are: CC(=O)N1CCC(=O)CC1.NNC(=O)c1ccccc1. (2) Given the product Cc1ncc(-c2nc(Nc3ccc(C(O)c4ccccn4)cc3)ncc2F)n1C, predict the reactants needed to synthesize it. The reactants are: Cc1ncc(-c2nc(Nc3ccc(C(=O)c4ccccn4)cc3)ncc2F)n1C.